From a dataset of Catalyst prediction with 721,799 reactions and 888 catalyst types from USPTO. Predict which catalyst facilitates the given reaction. (1) Reactant: [CH3:1][C:2]([O:5][C:6]([NH:8][C@H:9]([C:12]([NH2:14])=[O:13])[CH2:10][OH:11])=[O:7])([CH3:4])[CH3:3].N[C:16]1[CH:17]=[CH:18][C:19]([O:39][CH3:40])=[C:20]([NH:22][S:23]([C:26]2[CH:31]=[CH:30][C:29]([C:32]3[O:33][C:34]([CH3:37])=[CH:35][CH:36]=3)=[C:28]([F:38])[CH:27]=2)(=[O:25])=[O:24])[CH:21]=1.F[P-](F)(F)(F)(F)F.N1(OC(N(C)C)=[N+](C)C)C2N=CC=CC=2N=N1.ON1C2C=CC=CC=2N=N1.C(N(CC)C(C)C)(C)C. Product: [F:38][C:28]1[CH:27]=[C:26]([S:23]([NH:22][C:20]2[CH:21]=[C:16]([NH:14][C:12](=[O:13])[C@@H:9]([NH:8][C:6](=[O:7])[O:5][C:2]([CH3:1])([CH3:3])[CH3:4])[CH2:10][OH:11])[CH:17]=[CH:18][C:19]=2[O:39][CH3:40])(=[O:24])=[O:25])[CH:31]=[CH:30][C:29]=1[C:32]1[O:33][C:34]([CH3:37])=[CH:35][CH:36]=1. The catalyst class is: 9. (2) Product: [Br:2][C:3]1[CH:8]=[CH:7][C:6]([S:9]([CH:12]2[CH2:15][CH2:14][CH2:13]2)(=[O:11])=[O:10])=[CH:5][C:4]=1[O:18][CH3:17]. The catalyst class is: 5. Reactant: [Na].[Br:2][C:3]1[CH:8]=[CH:7][C:6]([S:9]([CH:12]2[CH2:15][CH2:14][CH2:13]2)(=[O:11])=[O:10])=[CH:5][C:4]=1F.[C:17](=O)(O)[O-:18].[Na+].